From a dataset of Reaction yield outcomes from USPTO patents with 853,638 reactions. Predict the reaction yield, written as a fraction of the theoretical maximum amount of product (1.0 means a 100% yield; for example, 0.34 means a 34% yield). (1) The catalyst is O1CCOCC1.O. The product is [C:26]([C:21]1[CH:22]=[C:23]2[C:18](=[CH:19][CH:20]=1)[C:17](=[O:30])[N:16]([C:12]1[C:11]([CH2:31][OH:32])=[C:10]([C:8]3[CH:9]=[C:5]([C:3]([OH:4])=[O:2])[NH:6][CH:7]=3)[CH:15]=[CH:14][CH:13]=1)[N:25]=[CH:24]2)([CH3:29])([CH3:27])[CH3:28]. The yield is 1.00. The reactants are C[O:2][C:3]([C:5]1[N:6](C(OC(C)(C)C)=O)[CH:7]=[C:8]([C:10]2[CH:15]=[CH:14][CH:13]=[C:12]([N:16]3[N:25]=[CH:24][C:23]4[C:18](=[CH:19][CH:20]=[C:21]([C:26]([CH3:29])([CH3:28])[CH3:27])[CH:22]=4)[C:17]3=[O:30])[C:11]=2[CH2:31][O:32]C(=O)C)[CH:9]=1)=[O:4].[OH-].[Na+]. (2) The yield is 0.360. The catalyst is CN(C=O)C. The product is [CH2:13]([O:20][C:2]1[CH:7]=[CH:6][C:5]([N+:8]([O-:10])=[O:9])=[C:4]([F:11])[C:3]=1[F:12])[C:14]1[CH:19]=[CH:18][CH:17]=[CH:16][CH:15]=1. The reactants are F[C:2]1[CH:7]=[CH:6][C:5]([N+:8]([O-:10])=[O:9])=[C:4]([F:11])[C:3]=1[F:12].[CH2:13]([OH:20])[C:14]1[CH:19]=[CH:18][CH:17]=[CH:16][CH:15]=1.C([O-])([O-])=O.[K+].[K+].O. (3) The reactants are [CH3:1][C:2]1([CH3:14])[CH2:11][CH2:10][C:9]([CH3:13])([CH3:12])[C:8]2[CH:7]=[CH:6][CH:5]=[CH:4][C:3]1=2.C(O)(=O)C.[N+:19]([O-])([OH:21])=[O:20]. The catalyst is C(OC(=O)C)(=O)C. The product is [N+:19]([CH:10]1[CH2:11][C:2]([CH3:14])([CH3:1])[C:3]2[CH:4]=[CH:5][CH:6]=[CH:7][C:8]=2[C:9]1([CH3:13])[CH3:12])([O-:21])=[O:20]. The yield is 0.970. (4) The reactants are [I-].[C:2]([O:6][C:7]([C:9]1[CH:14]=[CH:13][C:12]([C:15]2[CH:20]=[CH:19][N+:18]([CH3:21])=[CH:17][CH:16]=2)=[CH:11][C:10]=1[N+:22]([O-])=O)=[O:8])([CH3:5])([CH3:4])[CH3:3].[H][H]. The catalyst is CO. The product is [NH2:22][C:10]1[CH:11]=[C:12]([CH:15]2[CH2:16][CH2:17][N:18]([CH3:21])[CH2:19][CH2:20]2)[CH:13]=[CH:14][C:9]=1[C:7]([O:6][C:2]([CH3:3])([CH3:4])[CH3:5])=[O:8]. The yield is 0.980. (5) The catalyst is O1CCCC1.O. The reactants are [Cl:1][C:2]1[CH:9]=[CH:8][C:5]([CH2:6][OH:7])=[CH:4][CH:3]=1.[Na].Cl[C:12]1[N:17]=[C:16]([O:18][CH3:19])[N:15]=[C:14]([NH:20][C:21]2[CH:26]=[CH:25][C:24]([N:27]3[CH:31]=[C:30]([CH3:32])[N:29]=[CH:28]3)=[C:23]([O:33][CH3:34])[CH:22]=2)[N:13]=1. The yield is 0.200. The product is [Cl:1][C:2]1[CH:9]=[CH:8][C:5]([CH2:6][O:7][C:12]2[N:17]=[C:16]([O:18][CH3:19])[N:15]=[C:14]([NH:20][C:21]3[CH:26]=[CH:25][C:24]([N:27]4[CH:31]=[C:30]([CH3:32])[N:29]=[CH:28]4)=[C:23]([O:33][CH3:34])[CH:22]=3)[N:13]=2)=[CH:4][CH:3]=1. (6) The reactants are Br[CH2:2][C:3]1[S:11][C:10]2[C:9]([N:12]3[CH2:17][CH2:16][O:15][CH2:14][CH2:13]3)=[N:8][C:7]([Cl:18])=[N:6][C:5]=2[CH:4]=1.C([O-])([O-])=O.[K+].[K+].[C:25]1(=[O:35])[NH:29][C:28](=[O:30])[C:27]2=[CH:31][CH:32]=[CH:33][CH:34]=[C:26]12. The catalyst is CN(C=O)C. The product is [Cl:18][C:7]1[N:8]=[C:9]([N:12]2[CH2:17][CH2:16][O:15][CH2:14][CH2:13]2)[C:10]2[S:11][C:3]([CH2:2][N:29]3[C:25](=[O:35])[C:26]4[C:27](=[CH:31][CH:32]=[CH:33][CH:34]=4)[C:28]3=[O:30])=[CH:4][C:5]=2[N:6]=1. The yield is 0.750. (7) The reactants are [S:1]1[C:9]2[CH:8]=[C:7]([C:10]([O:12]C)=[O:11])[N:6]=[CH:5][C:4]=2[CH:3]=[CH:2]1.[OH-].[Na+]. The catalyst is CO.O. The product is [S:1]1[C:9]2[CH:8]=[C:7]([C:10]([OH:12])=[O:11])[N:6]=[CH:5][C:4]=2[CH:3]=[CH:2]1. The yield is 0.430.